Dataset: Full USPTO retrosynthesis dataset with 1.9M reactions from patents (1976-2016). Task: Predict the reactants needed to synthesize the given product. (1) Given the product [F:18][C:17]([F:20])([F:19])[S:14]([O:13][C:10]1[CH:11]=[CH:12][C:7]([C@:2]([F:1])([CH3:6])[C:3]([NH:37][S:34]([CH3:33])(=[O:36])=[O:35])=[O:4])=[CH:8][CH:9]=1)(=[O:16])=[O:15], predict the reactants needed to synthesize it. The reactants are: [F:1][C@@:2]([C:7]1[CH:12]=[CH:11][C:10]([O:13][S:14]([C:17]([F:20])([F:19])[F:18])(=[O:16])=[O:15])=[CH:9][CH:8]=1)([CH3:6])[C:3](O)=[O:4].C1N=CN(C(N2C=NC=C2)=O)C=1.[CH3:33][S:34]([NH2:37])(=[O:36])=[O:35].C(N(CC)CC)C. (2) The reactants are: [Br:1][C:2]1[CH:3]=[CH:4][C:5]([Cl:11])=[C:6]([CH:10]=1)[C:7]([OH:9])=O.[C:12](Cl)(=O)[C:13](Cl)=O.CN(C=O)C. Given the product [Br:1][C:2]1[CH:3]=[CH:4][C:5]([Cl:11])=[C:6]([C:7]([C:2]2[CH:3]=[CH:4][C:12]([CH3:13])=[CH:6][CH:10]=2)=[O:9])[CH:10]=1, predict the reactants needed to synthesize it. (3) Given the product [F:46][C:45]([F:48])([F:47])[S:42]([NH:1][CH2:2][CH2:3][CH2:4][N:5]1[C:18](=[O:17])[C:20]2[N:25]3[C:26](=[CH:27][N:28]=[C:24]3[CH:23]=[CH:22][CH:21]=2)[C:29]1=[O:34])(=[O:44])=[O:43], predict the reactants needed to synthesize it. The reactants are: [NH2:1][CH2:2][CH2:3][CH2:4][NH2:5].C(N(CC)C(C)C)(C)C.C([O:17][C:18]([C:20]1[N:25]2[C:26]([C:29](=[O:34])C(Cl)(Cl)Cl)=[CH:27][N:28]=[C:24]2[CH:23]=[CH:22][CH:21]=1)=O)C.C1C=CC(N([S:42]([C:45]([F:48])([F:47])[F:46])(=[O:44])=[O:43])[S:42]([C:45]([F:48])([F:47])[F:46])(=[O:44])=[O:43])=CC=1. (4) Given the product [CH3:1][O:2][C:3]([C:5]1([CH2:11][CH2:12][CH2:13][NH:22][C:21]2[C:16]([CH3:15])=[N:17][C:18]([N:23]3[CH2:27][CH2:26][C@@H:25]([N:28]4[CH2:32][CH2:31][CH2:30][C@@H:29]4[CH3:33])[CH2:24]3)=[CH:19][CH:20]=2)[CH2:6][CH2:7][O:8][CH2:9][CH2:10]1)=[O:4], predict the reactants needed to synthesize it. The reactants are: [CH3:1][O:2][C:3]([C:5]1([CH2:11][CH2:12][CH:13]=O)[CH2:10][CH2:9][O:8][CH2:7][CH2:6]1)=[O:4].[CH3:15][C:16]1[C:21]([NH2:22])=[CH:20][CH:19]=[C:18]([N:23]2[CH2:27][CH2:26][C@@H:25]([N:28]3[CH2:32][CH2:31][CH2:30][C@@H:29]3[CH3:33])[CH2:24]2)[N:17]=1. (5) The reactants are: [CH3:1][C:2]12[CH2:12][C:6]3([O:13][CH2:14][CH2:15][NH:16][CH3:17])[CH2:7][C:8]([CH3:11])([CH2:10][C:4]([CH2:18][N:19]4[C:23]([CH3:24])=[C:22]([I:25])[CH:21]=[N:20]4)([CH2:5]3)[CH2:3]1)[CH2:9]2.[CH3:38][C:37]([O:36][C:34](O[C:34]([O:36][C:37]([CH3:40])([CH3:39])[CH3:38])=[O:35])=[O:35])([CH3:40])[CH3:39]. Given the product [I:25][C:22]1[CH:21]=[N:20][N:19]([CH2:18][C:4]23[CH2:10][C:8]4([CH3:11])[CH2:9][C:2]([CH3:1])([CH2:12][C:6]([O:13][CH2:14][CH2:15][N:16]([CH3:17])[C:34](=[O:35])[O:36][C:37]([CH3:38])([CH3:39])[CH3:40])([CH2:7]4)[CH2:5]2)[CH2:3]3)[C:23]=1[CH3:24], predict the reactants needed to synthesize it. (6) The reactants are: C(OC([NH:8][CH2:9][CH2:10][CH2:11][N:12]1[C:16]2[CH:17]=[CH:18][C:19]([C:21]([OH:23])=O)=[CH:20][C:15]=2[NH:14][C:13]1=[O:24])=O)(C)(C)C.[NH2:25][C:26]1[S:27][C:28]([C:31]2[O:32][CH:33]=[CH:34][CH:35]=2)=[N:29][N:30]=1. Given the product [O:32]1[CH:33]=[CH:34][CH:35]=[C:31]1[C:28]1[S:27][C:26]([NH:25][C:21]([C:19]2[CH:18]=[CH:17][C:16]3[N:12]([CH2:11][CH2:10][CH2:9][NH2:8])[C:13](=[O:24])[NH:14][C:15]=3[CH:20]=2)=[O:23])=[N:30][N:29]=1, predict the reactants needed to synthesize it.